From a dataset of Forward reaction prediction with 1.9M reactions from USPTO patents (1976-2016). Predict the product of the given reaction. (1) Given the reactants [CH3:1][C:2]1[C:6]([C:7]2[CH:8]=[CH:9][C:10]([C:23]([O:25][CH3:26])=[O:24])=[C:11]3[C:16]=2[O:15][CH2:14][CH:13]([C:17]2[CH:22]=[CH:21][CH:20]=[CH:19][CH:18]=2)[NH:12]3)=[C:5]([CH3:27])[O:4][N:3]=1.Cl.[N:29]([O-])=[O:30].[Na+], predict the reaction product. The product is: [CH3:1][C:2]1[C:6]([C:7]2[CH:8]=[CH:9][C:10]([C:23]([O:25][CH3:26])=[O:24])=[C:11]3[C:16]=2[O:15][CH2:14][CH:13]([C:17]2[CH:22]=[CH:21][CH:20]=[CH:19][CH:18]=2)[N:12]3[N:29]=[O:30])=[C:5]([CH3:27])[O:4][N:3]=1. (2) Given the reactants [CH2:1]([O:3][C:4](=[O:15])[CH2:5][C:6]1[CH:11]=[CH:10][C:9]([O:12][CH3:13])=[C:8]([OH:14])[CH:7]=1)[CH3:2].F[C:17]1[CH:24]=[CH:23][C:22]([N+:25]([O-:27])=[O:26])=[CH:21][C:18]=1[CH:19]=[O:20].C(=O)([O-])[O-].[K+].[K+], predict the reaction product. The product is: [CH2:1]([O:3][C:4](=[O:15])[CH2:5][C:6]1[CH:11]=[CH:10][C:9]([O:12][CH3:13])=[C:8]([O:14][C:17]2[CH:24]=[CH:23][C:22]([N+:25]([O-:27])=[O:26])=[CH:21][C:18]=2[CH:19]=[O:20])[CH:7]=1)[CH3:2].